Dataset: hERG Central: cardiac toxicity at 1µM, 10µM, and general inhibition. Task: Predict hERG channel inhibition at various concentrations. (1) The compound is COc1ccccc1CNc1nc2ccccc2n1CCN1CCCCC1. Results: hERG_inhib (hERG inhibition (general)): blocker. (2) The drug is COc1cc(/C=N/NC(=O)C2CCN(CC(O)COCc3ccccc3)CC2)cc(OC)c1OC. Results: hERG_inhib (hERG inhibition (general)): blocker.